Dataset: Forward reaction prediction with 1.9M reactions from USPTO patents (1976-2016). Task: Predict the product of the given reaction. (1) Given the reactants [Cl:1][C:2]1[CH:7]=[C:6]([Cl:8])[CH:5]=[CH:4][C:3]=1[C:9]1[C:30](=[O:31])[N:29]([CH3:32])[C:12]2[N:13]([CH3:28])[C:14]3[C:19]([C:11]=2[CH:10]=1)=[CH:18][C:17]([C:20]1[CH:24]=[C:23]([CH2:25][OH:26])[N:22]([CH3:27])[N:21]=1)=[CH:16][CH:15]=3.[C:33](Cl)(=[O:38])[C:34]([CH3:37])([CH3:36])[CH3:35], predict the reaction product. The product is: [Cl:1][C:2]1[CH:7]=[C:6]([Cl:8])[CH:5]=[CH:4][C:3]=1[C:9]1[C:30](=[O:31])[N:29]([CH3:32])[C:12]2[N:13]([CH3:28])[C:14]3[C:19]([C:11]=2[CH:10]=1)=[CH:18][C:17]([C:20]1[CH:24]=[C:23]([CH2:25][O:26][C:33](=[O:38])[C:34]([CH3:37])([CH3:36])[CH3:35])[N:22]([CH3:27])[N:21]=1)=[CH:16][CH:15]=3. (2) Given the reactants [Cl:1][C:2]1[CH:7]=[CH:6][N:5]=[C:4]([NH2:8])[C:3]=1I.[CH3:10][O:11][C:12](=[O:32])[C:13]1[CH:22]=[CH:21][C:16]([C:17](OC)=[O:18])=[CH:15][C:14]=1B1OC(C)(C)C(C)(C)O1, predict the reaction product. The product is: [Cl:1][C:2]1[CH:7]=[CH:6][N:5]=[C:4]2[C:3]=1[C:21]1[CH:22]=[C:13]([C:12]([O:11][CH3:10])=[O:32])[CH:14]=[CH:15][C:16]=1[C:17](=[O:18])[NH:8]2. (3) Given the reactants [Br:1][C:2]1[CH:3]=[CH:4][C:5]([C:8]([OH:11])([CH3:10])[CH3:9])=[N:6][CH:7]=1.C(N(CC)C(C)C)(C)C.[CH3:21][Si:22]([CH3:29])([CH3:28])[CH2:23][CH2:24][O:25][CH2:26]Cl, predict the reaction product. The product is: [Br:1][C:2]1[CH:3]=[CH:4][C:5]([C:8]([CH3:9])([O:11][CH2:26][O:25][CH2:24][CH2:23][Si:22]([CH3:29])([CH3:28])[CH3:21])[CH3:10])=[N:6][CH:7]=1. (4) Given the reactants [CH3:1][O:2][C:3]1[CH:4]=[C:5]([CH2:20][C:21]([O:23]C(C)(C)C)=[O:22])[CH:6]=[CH:7][C:8]=1[NH:9][C:10]([NH:12][C:13]1[CH:18]=[CH:17][CH:16]=[CH:15][C:14]=1[CH3:19])=[O:11], predict the reaction product. The product is: [CH3:1][O:2][C:3]1[CH:4]=[C:5]([CH2:20][C:21]([OH:23])=[O:22])[CH:6]=[CH:7][C:8]=1[NH:9][C:10]([NH:12][C:13]1[CH:18]=[CH:17][CH:16]=[CH:15][C:14]=1[CH3:19])=[O:11]. (5) Given the reactants [CH2:1]([C@H:3]1[N:13]2[C@@H:7]([S:8][CH2:9][CH2:10][C@H:11]([NH:15]C(=O)OC(C)(C)C)[C:12]2=[O:14])[CH2:6][CH2:5][CH2:4]1)[CH3:2].[C:23]([OH:29])([C:25]([F:28])([F:27])[F:26])=[O:24], predict the reaction product. The product is: [F:26][C:25]([F:28])([F:27])[C:23]([OH:29])=[O:24].[NH2:15][C@H:11]1[CH2:10][CH2:9][S:8][C@H:7]2[CH2:6][CH2:5][CH2:4][C@@H:3]([CH2:1][CH3:2])[N:13]2[C:12]1=[O:14].